From a dataset of Merck oncology drug combination screen with 23,052 pairs across 39 cell lines. Regression. Given two drug SMILES strings and cell line genomic features, predict the synergy score measuring deviation from expected non-interaction effect. (1) Cell line: HCT116. Drug 1: N#Cc1ccc(Cn2cncc2CN2CCN(c3cccc(Cl)c3)C(=O)C2)cc1. Drug 2: CC(C)CC(NC(=O)C(Cc1ccccc1)NC(=O)c1cnccn1)B(O)O. Synergy scores: synergy=-3.99. (2) Drug 1: COC1CC2CCC(C)C(O)(O2)C(=O)C(=O)N2CCCCC2C(=O)OC(C(C)CC2CCC(OP(C)(C)=O)C(OC)C2)CC(=O)C(C)C=C(C)C(O)C(OC)C(=O)C(C)CC(C)C=CC=CC=C1C. Drug 2: Cn1cc(-c2cnn3c(N)c(Br)c(C4CCCNC4)nc23)cn1. Cell line: SW620. Synergy scores: synergy=0.0908. (3) Drug 1: CN1C(=O)C=CC2(C)C3CCC4(C)C(NC(=O)OCC(F)(F)F)CCC4C3CCC12. Drug 2: O=P1(N(CCCl)CCCl)NCCCO1. Cell line: VCAP. Synergy scores: synergy=26.6. (4) Drug 1: CCC1=CC2CN(C1)Cc1c([nH]c3ccccc13)C(C(=O)OC)(c1cc3c(cc1OC)N(C)C1C(O)(C(=O)OC)C(OC(C)=O)C4(CC)C=CCN5CCC31C54)C2. Drug 2: CCc1cnn2c(NCc3ccc[n+]([O-])c3)cc(N3CCCCC3CCO)nc12. Cell line: OCUBM. Synergy scores: synergy=-25.0.